From a dataset of Forward reaction prediction with 1.9M reactions from USPTO patents (1976-2016). Predict the product of the given reaction. (1) Given the reactants [OH:1][C:2]1[CH:7]=[CH:6][C:5]([C:8]2[N:9]=[CH:10][N:11]([C:13]([N:15]([CH:17]3[CH2:22][CH2:21][N:20]([CH2:23][C:24]4[CH:29]=[CH:28][CH:27]=[C:26]([O:30][CH3:31])[CH:25]=4)[CH2:19][CH2:18]3)[CH3:16])=[O:14])[CH:12]=2)=[CH:4][CH:3]=1.[S:32](Cl)(=[O:35])(=[O:34])[NH2:33], predict the reaction product. The product is: [S:32](=[O:35])(=[O:34])([O:1][C:2]1[CH:3]=[CH:4][C:5]([C:8]2[N:9]=[CH:10][N:11]([C:13](=[O:14])[N:15]([CH:17]3[CH2:22][CH2:21][N:20]([CH2:23][C:24]4[CH:29]=[CH:28][CH:27]=[C:26]([O:30][CH3:31])[CH:25]=4)[CH2:19][CH2:18]3)[CH3:16])[CH:12]=2)=[CH:6][CH:7]=1)[NH2:33]. (2) Given the reactants [CH2:1]([O:8][C@H:9]([CH3:44])[C@@H:10]([C:20]([NH:22][C@H:23]([C:28]([N:30]([C@@H:32]([CH:41]([CH3:43])[CH3:42])/[CH:33]=[C:34](\[CH3:40])/[C:35]([O:37][CH2:38][CH3:39])=[O:36])[CH3:31])=[O:29])[C:24]([CH3:27])([CH3:26])[CH3:25])=[O:21])[N:11](C(OC(C)(C)C)=O)[CH3:12])[C:2]1[CH:7]=[CH:6][CH:5]=[CH:4][CH:3]=1.FC(F)(F)C(O)=O, predict the reaction product. The product is: [CH2:1]([O:8][C@H:9]([CH3:44])[C@@H:10]([C:20]([NH:22][C@H:23]([C:28]([N:30]([C@@H:32]([CH:41]([CH3:43])[CH3:42])/[CH:33]=[C:34](\[CH3:40])/[C:35]([O:37][CH2:38][CH3:39])=[O:36])[CH3:31])=[O:29])[C:24]([CH3:27])([CH3:26])[CH3:25])=[O:21])[NH:11][CH3:12])[C:2]1[CH:7]=[CH:6][CH:5]=[CH:4][CH:3]=1. (3) Given the reactants [CH2:1]([N:8]1[CH2:12][CH2:11][C:10](=O)[CH2:9]1)[C:2]1[CH:7]=[CH:6][CH:5]=[CH:4][CH:3]=1.[C:14]([N:17]1[C:25]2[C:20](=[CH:21][CH:22]=[C:23]([NH2:26])[CH:24]=2)[CH2:19][CH2:18]1)(=[O:16])[CH3:15].[BH-](OC(C)=O)(OC(C)=O)OC(C)=O.[Na+].CC(O)=O, predict the reaction product. The product is: [CH2:1]([N:8]1[CH2:12][CH2:11][CH:10]([NH:26][C:23]2[CH:24]=[C:25]3[C:20]([CH2:19][CH2:18][N:17]3[C:14](=[O:16])[CH3:15])=[CH:21][CH:22]=2)[CH2:9]1)[C:2]1[CH:7]=[CH:6][CH:5]=[CH:4][CH:3]=1. (4) Given the reactants [CH3:1][C:2]1[C:10]2[C:9](=[O:11])[CH2:8][C:7]([CH3:13])([CH3:12])[CH2:6][C:5]=2[NH:4][CH:3]=1.[H-].[Na+].[CH:16]1([NH:19][C:20]2[C:29]3[C:24](=[CH:25][C:26](F)=[CH:27][CH:28]=3)[N:23]=[CH:22][N:21]=2)[CH2:18][CH2:17]1, predict the reaction product. The product is: [CH:16]1([NH:19][C:20]2[C:29]3[C:24](=[CH:25][C:26]([N:4]4[C:5]5[CH2:6][C:7]([CH3:13])([CH3:12])[CH2:8][C:9](=[O:11])[C:10]=5[C:2]([CH3:1])=[CH:3]4)=[CH:27][CH:28]=3)[N:23]=[CH:22][N:21]=2)[CH2:18][CH2:17]1. (5) Given the reactants [F:1][C:2]1[CH:3]=[C:4]([NH:8][C:9]([C@@H:11]2[C@@H:18]3[C@@H:14]([CH2:15][NH:16][CH2:17]3)[CH2:13][CH2:12]2)=[O:10])[CH:5]=[CH:6][CH:7]=1.Br[C:20]1[CH:25]=[CH:24][CH:23]=[C:22]([C:26]([F:29])([F:28])[F:27])[N:21]=1.C(N(CC)CC)C, predict the reaction product. The product is: [F:1][C:2]1[CH:3]=[C:4]([NH:8][C:9]([C@@H:11]2[C@@H:18]3[C@@H:14]([CH2:15][N:16]([C:20]4[CH:25]=[CH:24][CH:23]=[C:22]([C:26]([F:29])([F:28])[F:27])[N:21]=4)[CH2:17]3)[CH2:13][CH2:12]2)=[O:10])[CH:5]=[CH:6][CH:7]=1.